From a dataset of Peptide-MHC class I binding affinity with 185,985 pairs from IEDB/IMGT. Regression. Given a peptide amino acid sequence and an MHC pseudo amino acid sequence, predict their binding affinity value. This is MHC class I binding data. (1) The peptide sequence is SLTIPSFYT. The MHC is HLA-A26:01 with pseudo-sequence HLA-A26:01. The binding affinity (normalized) is 0.0847. (2) The peptide sequence is VIRANNNRL. The MHC is HLA-A24:02 with pseudo-sequence HLA-A24:02. The binding affinity (normalized) is 0.304.